Task: Predict the product of the given reaction.. Dataset: Forward reaction prediction with 1.9M reactions from USPTO patents (1976-2016) (1) Given the reactants [CH3:1][O:2][C:3]1[CH:4]=[C:5]([NH:9][C:10]2[NH:14][C:13]3[CH:15]=[CH:16][C:17]([C:19](OC)=[O:20])=[CH:18][C:12]=3[N:11]=2)[CH:6]=[CH:7][CH:8]=1.[H-].[Al+3].[Li+].[H-].[H-].[H-].CN1CCC(=C2C3C(=CC=CC=3)C=CC3C2=CC=CC=3)CC1.[Cl-].[NH4+], predict the reaction product. The product is: [CH3:1][O:2][C:3]1[CH:4]=[C:5]([NH:9][C:10]2[NH:14][C:13]3[CH:15]=[CH:16][C:17]([CH2:19][OH:20])=[CH:18][C:12]=3[N:11]=2)[CH:6]=[CH:7][CH:8]=1. (2) Given the reactants [F:1][C:2]([F:41])([F:40])[C:3]1[CH:4]=[C:5]([C@H:13]2[O:17][C:16](=[O:18])[N:15]([CH2:19][C:20]3[CH:25]=[C:24]([C:26]([F:29])([F:28])[F:27])[CH:23]=[CH:22][C:21]=3[C:30]3[S:31][CH:32]=[C:33]([C:35](O)([CH3:37])[CH3:36])[N:34]=3)[C@H:14]2[CH3:39])[CH:6]=[C:7]([C:9]([F:12])([F:11])[F:10])[CH:8]=1.O.C1(C)C=CC(S(O)(=O)=O)=CC=1, predict the reaction product. The product is: [F:12][C:9]([F:10])([F:11])[C:7]1[CH:6]=[C:5]([C@H:13]2[O:17][C:16](=[O:18])[N:15]([CH2:19][C:20]3[CH:25]=[C:24]([C:26]([F:28])([F:29])[F:27])[CH:23]=[CH:22][C:21]=3[C:30]3[S:31][CH:32]=[C:33]([C:35]([CH3:37])=[CH2:36])[N:34]=3)[C@H:14]2[CH3:39])[CH:4]=[C:3]([C:2]([F:41])([F:40])[F:1])[CH:8]=1. (3) Given the reactants [NH:1]1[C:9]2[C:4](=[CH:5][CH:6]=[CH:7][CH:8]=2)[C:3]([C:10]([OH:12])=[O:11])=[N:2]1.[Br:13]Br, predict the reaction product. The product is: [Br:13][C:6]1[CH:5]=[C:4]2[C:9](=[CH:8][CH:7]=1)[NH:1][N:2]=[C:3]2[C:10]([OH:12])=[O:11].